Dataset: Forward reaction prediction with 1.9M reactions from USPTO patents (1976-2016). Task: Predict the product of the given reaction. Given the reactants Cl[C:2]1[CH:7]=[C:6](Cl)[N:5]=[CH:4][N:3]=1.[CH:9]1[C:17]2[C:16]3[CH:18]=[CH:19][CH:20]=[CH:21][C:15]=3[O:14][C:13]=2[C:12]([C:22]2[CH:23]=[C:24](B(O)O)[CH:25]=[CH:26][CH:27]=2)=[CH:11][CH:10]=1.[C:31](=[O:34])([O-])[O-].[Na+].[Na+].CN1[CH2:43][CH2:42][CH2:41]N(C)C1=O, predict the reaction product. The product is: [CH:9]1[C:17]2[C:16]3[CH:18]=[CH:19][CH:20]=[CH:21][C:15]=3[O:14][C:13]=2[C:12]([C:22]2[CH:23]=[C:24]([C:2]3[CH:7]=[C:6]([C:42]4[CH:43]=[CH:21][CH:15]=[C:16]([C:17]5[C:13]6[O:34][C:31]7[CH:24]=[CH:25][CH:26]=[CH:27][C:22]=7[C:12]=6[CH:11]=[CH:10][CH:9]=5)[CH:41]=4)[N:5]=[CH:4][N:3]=3)[CH:25]=[CH:26][CH:27]=2)=[CH:11][CH:10]=1.